From a dataset of Reaction yield outcomes from USPTO patents with 853,638 reactions. Predict the reaction yield, written as a fraction of the theoretical maximum amount of product (1.0 means a 100% yield; for example, 0.34 means a 34% yield). (1) The reactants are C([N-]C(C)C)(C)C.[Li+].[Br:9][C:10]1[CH:15]=[C:14]([Si:16]([CH2:21][CH3:22])([CH2:19][CH3:20])[CH2:17][CH3:18])[C:13]([F:23])=[CH:12][N:11]=1.[F:24][CH2:25][C:26](OCC)=[O:27]. The catalyst is O1CCCC1.CCCCCCC.C(C1C=CC=CC=1)C.C1COCC1. The product is [Br:9][C:10]1[N:11]=[C:12]([C:26](=[O:27])[CH2:25][F:24])[C:13]([F:23])=[C:14]([Si:16]([CH2:21][CH3:22])([CH2:19][CH3:20])[CH2:17][CH3:18])[CH:15]=1. The yield is 0.940. (2) The reactants are [Cl:1][C:2]1[C:7]([C:8]2[N:12]([S:13]([C:16]3[CH:17]=[N:18][CH:19]=[CH:20][CH:21]=3)(=[O:15])=[O:14])[CH:11]=[C:10]([CH2:22][N:23](C)[C:24](=O)[O:25][C:26]([CH3:29])(C)C)[CH:9]=2)=[CH:6][CH:5]=[CH:4][N:3]=1.[C:32]([O:35]CC)(=[O:34])[CH3:33].Cl.C([OH:41])C. No catalyst specified. The product is [C:26]([OH:25])(=[O:41])/[CH:29]=[CH:33]/[C:32]([OH:35])=[O:34].[Cl:1][C:2]1[C:7]([C:8]2[N:12]([S:13]([C:16]3[CH:17]=[N:18][CH:19]=[CH:20][CH:21]=3)(=[O:14])=[O:15])[CH:11]=[C:10]([CH2:22][NH:23][CH3:24])[CH:9]=2)=[CH:6][CH:5]=[CH:4][N:3]=1. The yield is 0.680. (3) The reactants are [CH3:1][C:2]1([CH3:19])[C:6]([CH3:8])([CH3:7])[O:5][B:4]([C:9]2[CH:14]=[CH:13][CH:12]=[C:11]([N+:15]([O-])=O)[C:10]=2[CH3:18])[O:3]1. The catalyst is CO. The product is [CH3:18][C:10]1[C:9]([B:4]2[O:5][C:6]([CH3:7])([CH3:8])[C:2]([CH3:19])([CH3:1])[O:3]2)=[CH:14][CH:13]=[CH:12][C:11]=1[NH2:15]. The yield is 1.00. (4) The reactants are [ClH:1].[CH2:2]([C:5]1[N:6]=[C:7]([NH2:10])[NH:8][CH:9]=1)[C:3]#[CH:4].[CH2:11]([N:18]=[N+:19]=[N-:20])[C:12]1[CH:17]=[CH:16][CH:15]=[CH:14][CH:13]=1. No catalyst specified. The product is [ClH:1].[CH2:11]([N:18]1[CH:4]=[C:3]([CH2:2][C:5]2[N:6]=[C:7]([NH2:10])[NH:8][CH:9]=2)[N:20]=[N:19]1)[C:12]1[CH:17]=[CH:16][CH:15]=[CH:14][CH:13]=1. The yield is 0.860. (5) The reactants are [NH:1]1[C:9]2[C:4](=[CH:5][CH:6]=[CH:7][CH:8]=2)[CH:3]=[C:2]1[CH2:10][C:11]([O:13][CH2:14][CH3:15])=[O:12].[C:16](=O)([O:22]C(C)(C)C)[O:17][C:18]([CH3:21])([CH3:20])[CH3:19]. The catalyst is ClCCl.CN(C)C1C=CN=CC=1. The product is [CH2:14]([O:13][C:11]([CH2:10][C:2]1[N:1]([C:16]([O:17][C:18]([CH3:21])([CH3:20])[CH3:19])=[O:22])[C:9]2[C:4]([CH:3]=1)=[CH:5][CH:6]=[CH:7][CH:8]=2)=[O:12])[CH3:15]. The yield is 0.910.